Dataset: Catalyst prediction with 721,799 reactions and 888 catalyst types from USPTO. Task: Predict which catalyst facilitates the given reaction. (1) Reactant: C1C=CC(P(C2C=CC=CC=2)C2C=CC=CC=2)=CC=1.CC(OC(/N=N/C(OC(C)C)=O)=O)C.[N:34]1([CH2:39][CH2:40]O)[CH2:38][CH2:37][CH2:36][CH2:35]1.[CH:42]1([C:45]([N:47]2[CH2:51][CH2:50][C@@H:49]([CH2:52][N:53]3[C:57]([C:58]4[CH:63]=[CH:62][C:61]([C:64]5[CH:69]=[CH:68][C:67]([F:70])=[CH:66][CH:65]=5)=[CH:60][CH:59]=4)=[N:56][NH:55][C:54]3=[O:71])[CH2:48]2)=[O:46])[CH2:44][CH2:43]1. Product: [CH:42]1([C:45]([N:47]2[CH2:51][CH2:50][C@@H:49]([CH2:52][N:53]3[C:57]([C:58]4[CH:63]=[CH:62][C:61]([C:64]5[CH:65]=[CH:66][C:67]([F:70])=[CH:68][CH:69]=5)=[CH:60][CH:59]=4)=[N:56][N:55]([CH2:40][CH2:39][N:34]4[CH2:35][CH2:36][CH2:37][CH2:38]4)[C:54]3=[O:71])[CH2:48]2)=[O:46])[CH2:44][CH2:43]1. The catalyst class is: 1. (2) Reactant: [C:1]([O:7][CH2:8][CH3:9])(=[O:6])[CH2:2][C:3]([CH3:5])=[O:4].[N:10]1[CH:15]=[CH:14][C:13]([CH:16]=O)=[CH:12][CH:11]=1.N1CCCCC1.CC(O)=O. Product: [N:10]1[CH:15]=[CH:14][C:13]([CH2:16][CH:2]([C:3]([CH3:5])=[O:4])[C:1]([O:7][CH2:8][CH3:9])=[O:6])=[CH:12][CH:11]=1. The catalyst class is: 2. (3) Reactant: [OH:1][B:2]1[C:6]2[CH:7]=[C:8]([O:11][C:12]3[CH:22]=[CH:21][C:15]([C:16]([O:18]CC)=[O:17])=[CH:14][CH:13]=3)[CH:9]=[CH:10][C:5]=2[CH:4]([CH2:23][N+:24]([O-:26])=[O:25])[O:3]1.[OH-].[Na+].Cl. Product: [OH:1][B:2]1[C:6]2[CH:7]=[C:8]([O:11][C:12]3[CH:13]=[CH:14][C:15]([C:16]([OH:18])=[O:17])=[CH:21][CH:22]=3)[CH:9]=[CH:10][C:5]=2[CH:4]([CH2:23][N+:24]([O-:26])=[O:25])[O:3]1. The catalyst class is: 5. (4) Reactant: CC1(C)CO[C:5]2([CH2:32][CH2:31][C:8]3([O:13][C:12](=[O:14])[N:11]([C@H:15]([C:17]4[CH:22]=[CH:21][C:20]([C:23]5[CH:28]=[CH:27][N:26]([CH3:29])[C:25](=[O:30])[CH:24]=5)=[CH:19][CH:18]=4)[CH3:16])[CH2:10][CH2:9]3)[CH2:7][CH2:6]2)[O:4]C1. Product: [CH3:29][N:26]1[CH:27]=[CH:28][C:23]([C:20]2[CH:21]=[CH:22][C:17]([C@@H:15]([N:11]3[CH2:10][CH2:9][C:8]4([CH2:31][CH2:32][C:5](=[O:4])[CH2:6][CH2:7]4)[O:13][C:12]3=[O:14])[CH3:16])=[CH:18][CH:19]=2)=[CH:24][C:25]1=[O:30]. The catalyst class is: 6. (5) Reactant: [NH2:1][C:2]1[CH:7]=[CH:6][C:5]([C:8]2[CH:13]=[CH:12][C:11]([C:14]([C@H:16]3[CH2:21][CH2:20][CH2:19][CH2:18][C@H:17]3[C:22]([O:24]C)=[O:23])=[O:15])=[CH:10][CH:9]=2)=[CH:4][CH:3]=1.[Cl:26][C:27]1[CH:35]=[CH:34][C:30]([C:31](Cl)=[O:32])=[CH:29][CH:28]=1.C(N(CC)CC)C.[OH-].[Na+]. Product: [Cl:26][C:27]1[CH:35]=[CH:34][C:30]([C:31]([NH:1][C:2]2[CH:7]=[CH:6][C:5]([C:8]3[CH:13]=[CH:12][C:11]([C:14]([C@@H:16]4[CH2:21][CH2:20][CH2:19][CH2:18][C@H:17]4[C:22]([OH:24])=[O:23])=[O:15])=[CH:10][CH:9]=3)=[CH:4][CH:3]=2)=[O:32])=[CH:29][CH:28]=1. The catalyst class is: 4. (6) Reactant: [NH2:1][C:2]1[CH:7]=[C:6]([CH3:8])[CH:5]=[CH:4][N:3]=1.Br[CH2:10][C:11]([C:13]1[CH:18]=[CH:17][C:16]([O:19][CH3:20])=[CH:15][CH:14]=1)=O. Product: [CH3:20][O:19][C:16]1[CH:17]=[CH:18][C:13]([C:11]2[N:1]=[C:2]3[CH:7]=[C:6]([CH3:8])[CH:5]=[CH:4][N:3]3[CH:10]=2)=[CH:14][CH:15]=1. The catalyst class is: 8. (7) Reactant: [CH3:1][O-].[Na+].[OH:4][N:5]1[C:9](=[O:10])[CH2:8][CH2:7][C:6]1=[O:11].C[C:13]1[CH:21]=[CH:20][CH:19]=[CH:18][C:14]=1[C:15](Cl)=[NH:16].O. Product: [O:11]=[C:6]1[CH2:7][CH2:8][C:9](=[O:10])[N:5]1[O:4][C:15](=[N:16][CH3:1])[C:14]1[CH:18]=[CH:19][CH:20]=[CH:21][CH:13]=1. The catalyst class is: 5. (8) Reactant: [CH3:1][O:2][C:3]1[C:8]([CH3:9])=[CH:7][C:6]([N+:10]([O-])=O)=[CH:5][C:4]=1[CH3:13]. Product: [CH3:1][O:2][C:3]1[C:4]([CH3:13])=[CH:5][C:6]([NH2:10])=[CH:7][C:8]=1[CH3:9]. The catalyst class is: 29. (9) Reactant: [Cl:1][C:2]1[CH:7]=[CH:6][C:5]([C:8]2[N:9]=[C:10]([CH2:13][N:14]3[CH:18]=[C:17]([C:19]([O:21]CC)=[O:20])[CH:16]=[N:15]3)[S:11][CH:12]=2)=[CH:4][CH:3]=1.[OH-].[Li+]. Product: [Cl:1][C:2]1[CH:7]=[CH:6][C:5]([C:8]2[N:9]=[C:10]([CH2:13][N:14]3[CH:18]=[C:17]([C:19]([OH:21])=[O:20])[CH:16]=[N:15]3)[S:11][CH:12]=2)=[CH:4][CH:3]=1. The catalyst class is: 7.